From a dataset of Full USPTO retrosynthesis dataset with 1.9M reactions from patents (1976-2016). Predict the reactants needed to synthesize the given product. (1) Given the product [CH:1]1([CH2:4][O:5][C:6]2[CH:11]=[C:10]([O:12][CH3:13])[CH:9]=[CH:8][C:7]=2[C:14]2[CH:19]=[CH:18][N:17]=[C:16]3[C:20]([C:24]([O:26][CH2:27][CH3:28])=[O:25])=[C:21]([CH3:23])[N:22]([CH2:30][O:31][CH2:32][CH2:33][Si:34]([CH3:37])([CH3:36])[CH3:35])[C:15]=23)[CH2:3][CH2:2]1, predict the reactants needed to synthesize it. The reactants are: [CH:1]1([CH2:4][O:5][C:6]2[CH:11]=[C:10]([O:12][CH3:13])[CH:9]=[CH:8][C:7]=2[C:14]2[CH:19]=[CH:18][N:17]=[C:16]3[C:20]([C:24]([O:26][CH2:27][CH3:28])=[O:25])=[C:21]([CH3:23])[NH:22][C:15]=23)[CH2:3][CH2:2]1.Cl[CH2:30][O:31][CH2:32][CH2:33][Si:34]([CH3:37])([CH3:36])[CH3:35]. (2) Given the product [CH3:31][S:30][C:21]1[C:22]([N:24]2[CH2:29][CH2:28][O:27][CH2:26][CH2:25]2)=[N:23][C:18]([C:15]2[CH:16]=[CH:17][C:12]([NH:11][C:9]3[NH:8][C:3]4[CH:4]=[CH:5][CH:6]=[CH:7][C:2]=4[N:1]=3)=[CH:13][CH:14]=2)=[N:19][CH:20]=1, predict the reactants needed to synthesize it. The reactants are: [NH2:1][C:2]1[CH:7]=[CH:6][CH:5]=[CH:4][C:3]=1[NH:8][C:9]([NH:11][C:12]1[CH:17]=[CH:16][C:15]([C:18]2[N:23]=[C:22]([N:24]3[CH2:29][CH2:28][O:27][CH2:26][CH2:25]3)[C:21]([S:30][CH3:31])=[CH:20][N:19]=2)=[CH:14][CH:13]=1)=S.C1(N=C=NC2CCCCC2)CCCCC1. (3) Given the product [CH3:1][O:2][C:3](=[O:8])[CH2:4][CH2:5][C:6]#[C:7][C:10]1[CH:15]=[CH:14][C:13]([F:16])=[C:12]([N+:17]([O-:19])=[O:18])[CH:11]=1, predict the reactants needed to synthesize it. The reactants are: [CH3:1][O:2][C:3](=[O:8])[CH2:4][CH2:5][C:6]#[CH:7].Br[C:10]1[CH:15]=[CH:14][C:13]([F:16])=[C:12]([N+:17]([O-:19])=[O:18])[CH:11]=1.C1(P(C2C=CC=CC=2)C2C=CC=CC=2)C=CC=CC=1. (4) Given the product [CH3:31][O:30][CH2:29][N:21]1[C:20]2[CH:32]=[C:16]([C:14](=[O:15])[CH2:13][C:33](=[O:35])[CH3:34])[CH:17]=[CH:18][C:19]=2[S:24][C:23]2[N:25]=[CH:26][CH:27]=[N:28][C:22]1=2, predict the reactants needed to synthesize it. The reactants are: C(NC(C)C)(C)C.C([Li])CCC.[CH3:13][C:14]([C:16]1[CH:17]=[CH:18][C:19]2[S:24][C:23]3[N:25]=[CH:26][CH:27]=[N:28][C:22]=3[N:21]([CH2:29][O:30][CH3:31])[C:20]=2[CH:32]=1)=[O:15].[C:33](Cl)(=[O:35])[CH3:34]. (5) The reactants are: [CH2:1]([N:8]1[CH2:13][CH2:12][C:11]([CH2:24][C:25]([O:27][CH2:28][CH3:29])=[O:26])(C(OCC2C=CC=CC=2)=O)[C:10](=[O:30])[CH2:9]1)[C:2]1[CH:7]=[CH:6][CH:5]=[CH:4][CH:3]=1.[H][H]. Given the product [CH2:1]([N:8]1[CH2:13][CH2:12][CH:11]([CH2:24][C:25]([O:27][CH2:28][CH3:29])=[O:26])[C:10](=[O:30])[CH2:9]1)[C:2]1[CH:3]=[CH:4][CH:5]=[CH:6][CH:7]=1, predict the reactants needed to synthesize it. (6) Given the product [Br:1][C:2]1[CH:7]=[CH:6][C:5]([N+:8]([O-:10])=[O:9])=[CH:4][C:3]=1[O:11][CH2:15][CH2:14][O:13][CH3:12], predict the reactants needed to synthesize it. The reactants are: [Br:1][C:2]1[CH:7]=[CH:6][C:5]([N+:8]([O-:10])=[O:9])=[CH:4][C:3]=1[OH:11].[CH3:12][O:13][CH2:14][CH2:15]Br.CCOC(C)=O. (7) Given the product [CH3:14][NH+:15]1[CH2:19][CH:18]([CH3:20])[N:17]([CH3:21])[CH:16]1[CH3:22].[C:1]([O-:8])(=[O:7])/[CH:2]=[CH:3]\[C:4]([O-:6])=[O:5], predict the reactants needed to synthesize it. The reactants are: [C:1]([OH:8])(=[O:7])/[CH:2]=[CH:3]\[C:4]([OH:6])=[O:5].COC(=O)[O-].[CH3:14][NH+:15]1[CH2:19][CH:18]([CH3:20])[N:17]([CH3:21])[CH:16]1[CH3:22]. (8) Given the product [C:27]([C:20]1[CH:21]=[C:22]([CH2:25][CH3:26])[CH:23]=[CH:24][C:19]=1[O:18][CH:16]([CH3:17])[CH2:15][CH2:14][O:13][C:10]1[CH:11]=[CH:12][C:7]([S:6][CH2:5][C:4]([OH:36])=[O:3])=[C:8]([CH3:35])[CH:9]=1)(=[O:34])[C:28]1[CH:29]=[CH:30][CH:31]=[CH:32][CH:33]=1, predict the reactants needed to synthesize it. The reactants are: C([O:3][C:4](=[O:36])[CH2:5][S:6][C:7]1[CH:12]=[CH:11][C:10]([O:13][CH2:14][CH2:15][CH:16]([O:18][C:19]2[CH:24]=[CH:23][C:22]([CH2:25][CH3:26])=[CH:21][C:20]=2[C:27](=[O:34])[C:28]2[CH:33]=[CH:32][CH:31]=[CH:30][CH:29]=2)[CH3:17])=[CH:9][C:8]=1[CH3:35])C. (9) Given the product [Cl:15][C:12]1[CH:13]=[CH:14][C:9]([CH2:8][N:22]2[CH:23]=[C:18]([Br:17])[CH:19]=[CH:20][C:21]2=[O:24])=[C:10]([F:16])[CH:11]=1, predict the reactants needed to synthesize it. The reactants are: C([O-])([O-])=O.[K+].[K+].Br[CH2:8][C:9]1[CH:14]=[CH:13][C:12]([Cl:15])=[CH:11][C:10]=1[F:16].[Br:17][C:18]1[CH:19]=[CH:20][C:21](=[O:24])[NH:22][CH:23]=1.